Dataset: Full USPTO retrosynthesis dataset with 1.9M reactions from patents (1976-2016). Task: Predict the reactants needed to synthesize the given product. Given the product [ClH:19].[CH3:18][C@H:5]1[CH2:6][C:7]2[C:12](=[CH:11][C:10]([N+:13]([O-:15])=[O:14])=[C:9]([O:16][CH3:17])[CH:8]=2)[NH:4]1, predict the reactants needed to synthesize it. The reactants are: C([N:4]1[C:12]2[C:7](=[CH:8][C:9]([O:16][CH3:17])=[C:10]([N+:13]([O-:15])=[O:14])[CH:11]=2)[CH2:6][C@@H:5]1[CH3:18])(=O)C.[ClH:19].O1CCOCC1.